From a dataset of Reaction yield outcomes from USPTO patents with 853,638 reactions. Predict the reaction yield, written as a fraction of the theoretical maximum amount of product (1.0 means a 100% yield; for example, 0.34 means a 34% yield). (1) The reactants are [NH2:1][C:2]1[CH:10]=[C:9]2[C:5]([CH:6]=[CH:7][NH:8]2)=[C:4]([C:11]2[C:19]3[C:18]([NH:20][C@H:21]([C:23]4[N:28]([C:29]5[CH:34]=[CH:33][CH:32]=[CH:31][CH:30]=5)[C:27](=[O:35])[C:26]5=[C:36]([CH3:39])[CH:37]=[CH:38][N:25]5[N:24]=4)[CH3:22])=[N:17][CH:16]=[N:15][C:14]=3[N:13]([CH2:40][O:41][CH2:42][CH2:43][Si:44]([CH3:47])([CH3:46])[CH3:45])[CH:12]=2)[CH:3]=1.[N-:48]=[C:49]=[O:50].[K+]. The catalyst is O.C(O)(=O)C. The yield is 0.750. The product is [CH3:39][C:36]1[CH:37]=[CH:38][N:25]2[C:26]=1[C:27](=[O:35])[N:28]([C:29]1[CH:34]=[CH:33][CH:32]=[CH:31][CH:30]=1)[C:23]([C@@H:21]([NH:20][C:18]1[C:19]3[C:11]([C:4]4[CH:3]=[C:2]([NH:1][C:49]([NH2:48])=[O:50])[CH:10]=[C:9]5[C:5]=4[CH:6]=[CH:7][NH:8]5)=[CH:12][N:13]([CH2:40][O:41][CH2:42][CH2:43][Si:44]([CH3:45])([CH3:47])[CH3:46])[C:14]=3[N:15]=[CH:16][N:17]=1)[CH3:22])=[N:24]2. (2) The reactants are [I:1][C:2]1[CH:7]=[CH:6][CH:5]=[CH:4][C:3]=1[OH:8].[H-].[Na+].[CH3:11][C:12]([CH3:16])=[CH:13][CH2:14]Br. The catalyst is C1COCC1. The product is [I:1][C:2]1[CH:7]=[CH:6][CH:5]=[CH:4][C:3]=1[O:8][CH2:14][CH:13]=[C:12]([CH3:16])[CH3:11]. The yield is 0.980. (3) The reactants are [N:1]([C:4]1[S:5][C:6]([CH3:15])=[C:7]([CH3:14])[C:8]=1[C:9]([O:11][CH2:12][CH3:13])=[O:10])=[C:2]=[S:3].[NH3:16]. The catalyst is ClCCl. The product is [CH3:14][C:7]1[C:8]([C:9]([O:11][CH2:12][CH3:13])=[O:10])=[C:4]([NH:1][C:2]([NH2:16])=[S:3])[S:5][C:6]=1[CH3:15]. The yield is 0.0300. (4) The reactants are [Br:1][C:2]1[CH:3]=[N:4][C:5]([C:8]2[N:9](C)[C:10]3[C:15]([C:16]=2[CH:17]2[CH2:21][CH2:20][CH2:19][CH2:18]2)=[CH:14][CH:13]=[C:12]([C:22]([OH:24])=O)[CH:11]=3)=[N:6][CH:7]=1.S(Cl)(Cl)=[O:27].C(NCC)C.C(N(CC)C(C)C)(C)C.[NH2:44][C:45]1([C:49]2[N:53]([CH3:54])[C:52]3[CH:55]=[C:56](/[CH:59]=[CH:60]/[C:61]([O:63][CH2:64][CH2:65][CH2:66][CH3:67])=[O:62])[CH:57]=[CH:58][C:51]=3[N:50]=2)[CH2:48][CH2:47][CH2:46]1. The catalyst is C1COCC1. The product is [Br:1][C:2]1[CH:3]=[N:4][C:5]([C:8]2[N:9]([OH:27])[C:10]3[C:15]([C:16]=2[CH:17]2[CH2:18][CH2:19][CH2:20][CH2:21]2)=[CH:14][CH:13]=[C:12]([C:22]([NH:44][C:45]2([C:49]4[N:53]([CH3:54])[C:52]5[CH:55]=[C:56](/[CH:59]=[CH:60]/[C:61]([O:63][CH2:64][CH2:65][CH2:66][CH3:67])=[O:62])[CH:57]=[CH:58][C:51]=5[N:50]=4)[CH2:46][CH2:47][CH2:48]2)=[O:24])[CH:11]=3)=[N:6][CH:7]=1. The yield is 0.966.